Dataset: Forward reaction prediction with 1.9M reactions from USPTO patents (1976-2016). Task: Predict the product of the given reaction. (1) Given the reactants [F:1][C:2]1[CH:7]=[CH:6][C:5]([C:8]2([C:34]3[CH:39]=[CH:38][C:37]([F:40])=[CH:36][CH:35]=3)[CH2:13][CH2:12][CH2:11][N:10]([CH2:14][C:15]([N:17]3[CH2:22][CH2:21][N:20](C(OCC4C=CC=CC=4)=O)[CH2:19][CH2:18]3)=[O:16])[C:9]2=[O:33])=[CH:4][CH:3]=1, predict the reaction product. The product is: [F:40][C:37]1[CH:38]=[CH:39][C:34]([C:8]2([C:5]3[CH:4]=[CH:3][C:2]([F:1])=[CH:7][CH:6]=3)[CH2:13][CH2:12][CH2:11][N:10]([CH2:14][C:15](=[O:16])[N:17]3[CH2:22][CH2:21][NH:20][CH2:19][CH2:18]3)[C:9]2=[O:33])=[CH:35][CH:36]=1. (2) The product is: [Cl:30][C:24]1[CH:23]=[C:22]([C:19]2[CH:20]=[CH:21][N:17]([CH2:16][C@H:15]([NH:14][C:13]([C:11]3[N:12]=[C:8]([CH2:6][OH:5])[S:9][CH:10]=3)=[O:32])[CH3:31])[N:18]=2)[CH:27]=[CH:26][C:25]=1[C:28]#[N:29]. Given the reactants [BH4-].[Na+].C([O:5][C:6]([C:8]1[S:9][CH:10]=[C:11]([C:13](=[O:32])[NH:14][C@H:15]([CH3:31])[CH2:16][N:17]2[CH:21]=[CH:20][C:19]([C:22]3[CH:27]=[CH:26][C:25]([C:28]#[N:29])=[C:24]([Cl:30])[CH:23]=3)=[N:18]2)[N:12]=1)=O)C, predict the reaction product. (3) Given the reactants [CH3:1][C:2]1[CH:3]=[CH:4][C:5]2[NH:10][CH2:9][CH:8]([C:11]3[CH:16]=[CH:15][CH:14]=[CH:13][CH:12]=3)[O:7][C:6]=2[CH:17]=1.Cl.[N:19]([O-])=[O:20].[Na+], predict the reaction product. The product is: [CH3:1][C:2]1[CH:3]=[CH:4][C:5]2[N:10]([N:19]=[O:20])[CH2:9][CH:8]([C:11]3[CH:16]=[CH:15][CH:14]=[CH:13][CH:12]=3)[O:7][C:6]=2[CH:17]=1. (4) Given the reactants F[C:2](=[O:25])[C@@H:3]([N:11]([CH2:19][C:20]1[N:21]=[CH:22][S:23][CH:24]=1)[C:12](=[O:18])[O:13][C:14]([CH3:17])([CH3:16])[CH3:15])[CH2:4][C:5]1[CH:10]=[CH:9][CH:8]=[CH:7][CH:6]=1.N1C=CC=[C:28]([C:32]2O[C:35]([NH2:37])=[N:34][N:33]=2)C=1.C([N:40]([CH2:43][CH3:44])[CH2:41][CH3:42])C.C[N:46](C=O)C, predict the reaction product. The product is: [O:25]=[C:2]([NH:46][C:35]1[NH:37][C:32]([C:28]2[CH:42]=[CH:41][N:40]=[CH:43][CH:44]=2)=[N:33][N:34]=1)[C@@H:3]([N:11]([CH2:19][C:20]1[N:21]=[CH:22][S:23][CH:24]=1)[C:12](=[O:18])[O:13][C:14]([CH3:17])([CH3:16])[CH3:15])[CH2:4][C:5]1[CH:10]=[CH:9][CH:8]=[CH:7][CH:6]=1. (5) Given the reactants OC[CH2:3][CH2:4][O:5][CH2:6][CH2:7][O:8][N:9]([CH3:17])[C:10](=[O:16])[O:11][C:12]([CH3:15])([CH3:14])[CH3:13].[C:18]([O:27][CH3:28])(=[O:26])[CH2:19][CH2:20][CH2:21][CH2:22][C:23]([O-:25])=[O:24].C1CCC(N=C=NC2CCCCC2)CC1, predict the reaction product. The product is: [C:18]([O:27][CH3:28])(=[O:26])[CH2:19][CH2:20][CH2:21][CH2:22][C:23]([O:25][CH2:3][CH2:4][O:5][CH2:6][CH2:7][O:8][N:9]([CH3:17])[C:10](=[O:16])[O:11][C:12]([CH3:13])([CH3:14])[CH3:15])=[O:24]. (6) Given the reactants [Cu]C#N.[C:4]([Mg]Cl)([CH3:7])([CH3:6])[CH3:5].Br[C:11]1[CH:16]=[CH:15][C:14]([O:17][CH2:18][C:19]2[CH:24]=[CH:23][CH:22]=[CH:21][CH:20]=2)=[CH:13][N:12]=1.O, predict the reaction product. The product is: [CH3:5][C:4]([C:11]1[CH:16]=[CH:15][C:14]([O:17][CH2:18][C:19]2[CH:24]=[CH:23][CH:22]=[CH:21][CH:20]=2)=[CH:13][N:12]=1)([CH3:7])[CH3:6]. (7) The product is: [CH:16]([C:19]1[CH:24]=[CH:23][C:22]([N:25]([CH2:26][C:27]2[CH:28]=[CH:29][C:30]([S:33][CH3:34])=[CH:31][CH:32]=2)[C:13]([CH:10]2[C:11]3[C:6](=[CH:5][CH:4]=[C:3]([O:2][CH3:1])[CH:12]=3)[CH2:7][CH2:8][CH2:9]2)=[O:15])=[CH:21][CH:20]=1)([CH3:18])[CH3:17]. Given the reactants [CH3:1][O:2][C:3]1[CH:12]=[C:11]2[C:6]([CH2:7][CH2:8][CH2:9][CH:10]2[C:13]([OH:15])=O)=[CH:5][CH:4]=1.[CH:16]([C:19]1[CH:24]=[CH:23][C:22]([NH:25][CH2:26][C:27]2[CH:32]=[CH:31][C:30]([S:33][CH3:34])=[CH:29][CH:28]=2)=[CH:21][CH:20]=1)([CH3:18])[CH3:17], predict the reaction product. (8) Given the reactants Cl[C:2]1[N:7]=[C:6]([NH:8][C:9]2[CH:14]=[CH:13][C:12]([O:15][CH3:16])=[C:11]([Cl:17])[CH:10]=2)[N:5]=[C:4]([NH:18][CH:19]2[CH2:25][CH2:24][CH2:23][CH2:22][CH2:21][CH2:20]2)[N:3]=1.C(=O)([O-])[O-].[K+].[K+].[CH3:32][C:33]([C:35]1[CH:40]=[CH:39][C:38]([OH:41])=[C:37]([Cl:42])[CH:36]=1)=[O:34], predict the reaction product. The product is: [Cl:42][C:37]1[CH:36]=[C:35]([C:33](=[O:34])[CH3:32])[CH:40]=[CH:39][C:38]=1[O:41][C:2]1[N:7]=[C:6]([NH:8][C:9]2[CH:14]=[CH:13][C:12]([O:15][CH3:16])=[C:11]([Cl:17])[CH:10]=2)[N:5]=[C:4]([NH:18][CH:19]2[CH2:25][CH2:24][CH2:23][CH2:22][CH2:21][CH2:20]2)[N:3]=1. (9) Given the reactants [N:1]1[CH2:6][CH2:5][CH2:4][NH:3][C:2]=1[SH:7].C[I:9].[CH2:10](O)C.CCCCCC, predict the reaction product. The product is: [IH:9].[CH3:10][S:7][C:2]1[NH:1][CH2:6][CH2:5][CH2:4][N:3]=1.